This data is from Full USPTO retrosynthesis dataset with 1.9M reactions from patents (1976-2016). The task is: Predict the reactants needed to synthesize the given product. (1) Given the product [C:10]([OH:17])(=[O:16])/[CH:11]=[CH:12]\[C:13]([OH:15])=[O:14].[C:1]([OH:9])(=[O:8])[C:2]1[CH:7]=[CH:6][CH:5]=[CH:4][CH:3]=1, predict the reactants needed to synthesize it. The reactants are: [C:1]([O-:9])(=[O:8])[C:2]1[CH:7]=[CH:6][CH:5]=[CH:4][CH:3]=1.[C:10]([OH:17])(=[O:16])/[CH:11]=[CH:12]\[C:13]([OH:15])=[O:14]. (2) Given the product [Cl:1][C:2]1[CH:7]=[CH:6][CH:5]=[C:4]2[C:3]=1[NH:15][C:10](=[O:11])[CH:9]([CH2:13][CH3:14])[NH:8]2, predict the reactants needed to synthesize it. The reactants are: [Cl:1][C:2]1[C:3]([N+:15]([O-])=O)=[C:4]([NH:8][CH:9]([CH2:13][CH3:14])[C:10](O)=[O:11])[CH:5]=[CH:6][CH:7]=1.Cl.O.O.Cl[Sn]Cl.[OH-].[K+]. (3) Given the product [Cl:1][C:2]1[N:7]=[C:6]([Cl:8])[C:5]([C:9]([C:11]2[CH:12]=[CH:13][CH:14]=[CH:15][CH:16]=2)=[O:10])=[C:4]([NH:17][C:18]2[CH:23]=[CH:22][CH:21]=[CH:20][C:19]=2[S:24]([CH:27]([CH3:29])[CH3:28])(=[O:26])=[O:25])[N:3]=1, predict the reactants needed to synthesize it. The reactants are: [Cl:1][C:2]1[N:7]=[C:6]([Cl:8])[C:5]([CH:9]([C:11]2[CH:16]=[CH:15][CH:14]=[CH:13][CH:12]=2)[OH:10])=[C:4]([NH:17][C:18]2[CH:23]=[CH:22][CH:21]=[CH:20][C:19]=2[S:24]([CH:27]([CH3:29])[CH3:28])(=[O:26])=[O:25])[N:3]=1.C1C=C[NH+]=CC=1.C1C=C[NH+]=CC=1.[O-][Cr](O[Cr]([O-])(=O)=O)(=O)=O. (4) Given the product [F:1][C:2]1[CH:3]=[C:4]([NH:13][C:14]([C@H:16]2[C:25]3[C:20](=[CH:21][C:22]([O:26][CH3:27])=[CH:23][CH:24]=3)[CH2:19][CH2:18][N:17]2[C:28]([CH:30]2[CH2:31][CH:32]([CH2:34][C:35]([O:37][C:38]([CH3:41])([CH3:40])[CH3:39])=[O:36])[CH2:33]2)=[O:29])=[O:15])[CH:5]=[C:6]([F:12])[C:7]=1[Si:8]([CH3:9])([CH3:11])[CH3:10], predict the reactants needed to synthesize it. The reactants are: [F:1][C:2]1[CH:3]=[C:4]([NH:13][C:14]([C@H:16]2[C:25]3[C:20](=[CH:21][C:22]([O:26][CH3:27])=[CH:23][CH:24]=3)[CH2:19][CH2:18][N:17]2[C:28]([CH:30]2[CH2:33][C:32](=[CH:34][C:35]([O:37][C:38]([CH3:41])([CH3:40])[CH3:39])=[O:36])[CH2:31]2)=[O:29])=[O:15])[CH:5]=[C:6]([F:12])[C:7]=1[Si:8]([CH3:11])([CH3:10])[CH3:9].